Dataset: Catalyst prediction with 721,799 reactions and 888 catalyst types from USPTO. Task: Predict which catalyst facilitates the given reaction. (1) Reactant: [CH3:1][C:2]1[CH:3]=[C:4]2[C:9](=[CH:10][N:11]=1)[C:8](=[O:12])[N:7]([CH3:13])[C:6]1[CH:14]=[C:15]([O:18][CH2:19][C@@H:20]([NH:25][C:26](=[O:32])[O:27][C:28]([CH3:31])([CH3:30])[CH3:29])[CH2:21][CH:22]([CH3:24])[CH3:23])[CH:16]=[CH:17][C:5]2=1.C1C(=O)N([Br:40])C(=O)C1. Product: [Br:40][C:16]1[C:15]([O:18][CH2:19][C@@H:20]([NH:25][C:26](=[O:32])[O:27][C:28]([CH3:30])([CH3:29])[CH3:31])[CH2:21][CH:22]([CH3:24])[CH3:23])=[CH:14][C:6]2[N:7]([CH3:13])[C:8](=[O:12])[C:9]3[C:4]([C:5]=2[CH:17]=1)=[CH:3][C:2]([CH3:1])=[N:11][CH:10]=3. The catalyst class is: 47. (2) Reactant: C1C=CC(P(C2C=CC=CC=2)C2C=CC=CC=2)=CC=1.CCOC(/N=N/C(OCC)=O)=O.[C:32]1([CH2:38][CH2:39][CH2:40][OH:41])[CH:37]=[CH:36][CH:35]=[CH:34][CH:33]=1.O[C:43]1[CH:44]=[C:45]([CH:61]=[CH:62][CH:63]=1)[C:46]([N:48]1[CH2:53][CH2:52][N:51]([C:54]([O:56][C:57]([CH3:60])([CH3:59])[CH3:58])=[O:55])[CH2:50][CH2:49]1)=[O:47].C(=O)([O-])O.[Na+]. Product: [C:32]1([CH2:38][CH2:39][CH2:40][O:41][C:43]2[CH:44]=[C:45]([CH:61]=[CH:62][CH:63]=2)[C:46]([N:48]2[CH2:53][CH2:52][N:51]([C:54]([O:56][C:57]([CH3:58])([CH3:59])[CH3:60])=[O:55])[CH2:50][CH2:49]2)=[O:47])[CH:37]=[CH:36][CH:35]=[CH:34][CH:33]=1. The catalyst class is: 1. (3) Reactant: [C:1]([O:5][C:6](=[O:20])[CH2:7][CH2:8][S:9][CH2:10][C:11]1[CH:12]=[C:13]([CH:17]=[CH:18][CH:19]=1)[C:14]([OH:16])=O)([CH3:4])([CH3:3])[CH3:2].CCN=C=NCCCN(C)C.Cl.[F:33][C:34]([F:68])([F:67])[C:35]1[CH:36]=[C:37]([CH:64]=[CH:65][CH:66]=1)[CH2:38][NH:39][C:40](=[O:63])[C:41]1[CH:46]=[CH:45][N:44]=[C:43]([C:47]2[CH:52]=[C:51]([N:53]([CH2:58][CH2:59][O:60][CH3:61])[CH2:54][CH2:55][O:56][CH3:57])[CH:50]=[CH:49][C:48]=2[NH2:62])[CH:42]=1. Product: [F:67][C:34]([F:33])([F:68])[C:35]1[CH:36]=[C:37]([CH:64]=[CH:65][CH:66]=1)[CH2:38][NH:39][C:40]([C:41]1[CH:46]=[CH:45][N:44]=[C:43]([C:47]2[CH:52]=[C:51]([N:53]([CH2:54][CH2:55][O:56][CH3:57])[CH2:58][CH2:59][O:60][CH3:61])[CH:50]=[CH:49][C:48]=2[NH:62][C:14]([C:13]2[CH:12]=[C:11]([CH:19]=[CH:18][CH:17]=2)[CH2:10][S:9][CH2:8][CH2:7][C:6]([O:5][C:1]([CH3:2])([CH3:3])[CH3:4])=[O:20])=[O:16])[CH:42]=1)=[O:63]. The catalyst class is: 112. (4) The catalyst class is: 55. Product: [Cl:1][C:2]1[CH:41]=[CH:40][C:5]([CH2:6][C:7]2[N:11]3[N:12]=[C:13]([NH:23][C:24]4[CH:28]=[C:27]([CH3:29])[NH:26][N:25]=4)[CH:14]=[C:15]([CH2:16][N:17]4[CH2:18][CH2:19][O:20][CH2:21][CH2:22]4)[C:10]3=[N:9][C:8]=2[CH3:39])=[C:4]([F:42])[CH:3]=1. Reactant: [Cl:1][C:2]1[CH:41]=[CH:40][C:5]([CH2:6][C:7]2[N:11]3[N:12]=[C:13]([NH:23][C:24]4[CH:28]=[C:27]([CH3:29])[N:26](CC5C=CC(OC)=CC=5)[N:25]=4)[CH:14]=[C:15]([CH2:16][N:17]4[CH2:22][CH2:21][O:20][CH2:19][CH2:18]4)[C:10]3=[N:9][C:8]=2[CH3:39])=[C:4]([F:42])[CH:3]=1. (5) Reactant: [OH:1][CH2:2][CH:3]([C:9]1[CH:14]=[C:13]([CH3:15])[CH:12]=[C:11]([O:16][CH3:17])[CH:10]=1)[C:4]([O:6]CC)=[O:5].[OH-].[Na+]. Product: [OH:1][CH2:2][CH:3]([C:9]1[CH:14]=[C:13]([CH3:15])[CH:12]=[C:11]([O:16][CH3:17])[CH:10]=1)[C:4]([OH:6])=[O:5]. The catalyst class is: 24. (6) Reactant: [C:1]([C:5]1[CH:13]=[CH:12][C:8]([C:9]([OH:11])=O)=[CH:7][CH:6]=1)([CH3:4])([CH3:3])[CH3:2].Cl.Cl.[CH:16]1([N:20]2[CH2:25][CH2:24][NH:23][CH2:22][CH2:21]2)[CH2:19][CH2:18][CH2:17]1.C([O-])([O-])=O.[K+].[K+].ON1C2C=CC=CC=2N=N1.Cl.CN(C)CCCN=C=NCC. Product: [C:1]([C:5]1[CH:6]=[CH:7][C:8]([C:9]([N:23]2[CH2:24][CH2:25][N:20]([CH:16]3[CH2:19][CH2:18][CH2:17]3)[CH2:21][CH2:22]2)=[O:11])=[CH:12][CH:13]=1)([CH3:2])([CH3:3])[CH3:4]. The catalyst class is: 3. (7) The catalyst class is: 5. Reactant: [O:1]=[S:2]1(=[O:37])[C:8]2[CH:9]=[CH:10][CH:11]=[CH:12][C:7]=2[CH2:6][N:5]([C:13]2[CH:22]=[C:21]([NH:23][C:24]3([CH2:28][NH:29]C(=O)C(F)(F)F)[CH2:27][O:26][CH2:25]3)[C:20]3[C:15](=[CH:16][CH:17]=[C:18]([CH3:36])[CH:19]=3)[N:14]=2)[CH2:4][CH2:3]1.C(=O)([O-])[O-].[K+].[K+]. Product: [NH2:29][CH2:28][C:24]1([NH:23][C:21]2[C:20]3[C:15](=[CH:16][CH:17]=[C:18]([CH3:36])[CH:19]=3)[N:14]=[C:13]([N:5]3[CH2:6][C:7]4[CH:12]=[CH:11][CH:10]=[CH:9][C:8]=4[S:2](=[O:37])(=[O:1])[CH2:3][CH2:4]3)[CH:22]=2)[CH2:25][O:26][CH2:27]1. (8) Reactant: [F:1][CH:2]([F:13])[O:3][C:4]1[CH:11]=[CH:10][C:7]([CH:8]=[O:9])=[CH:6][C:5]=1[OH:12].C(=O)([O-])[O-].[K+].[K+].Br[CH2:21][CH:22]1[CH2:24][CH2:23]1.O. Product: [CH:22]1([CH2:21][O:12][C:5]2[CH:6]=[C:7]([CH:10]=[CH:11][C:4]=2[O:3][CH:2]([F:13])[F:1])[CH:8]=[O:9])[CH2:24][CH2:23]1. The catalyst class is: 3.